This data is from Peptide-MHC class I binding affinity with 185,985 pairs from IEDB/IMGT. The task is: Regression. Given a peptide amino acid sequence and an MHC pseudo amino acid sequence, predict their binding affinity value. This is MHC class I binding data. (1) The peptide sequence is YYNAFQWAI. The MHC is HLA-C07:02 with pseudo-sequence HLA-C07:02. The binding affinity (normalized) is 0.686. (2) The peptide sequence is LLTACTIFY. The MHC is HLA-A68:02 with pseudo-sequence HLA-A68:02. The binding affinity (normalized) is 0. (3) The peptide sequence is HPRVSSEVHI. The MHC is HLA-B54:01 with pseudo-sequence HLA-B54:01. The binding affinity (normalized) is 0.133. (4) The peptide sequence is RMMGVKYLM. The MHC is BoLA-D18.4 with pseudo-sequence BoLA-D18.4. The binding affinity (normalized) is 0.898. (5) The peptide sequence is GRIPVSDIF. The MHC is HLA-A03:01 with pseudo-sequence HLA-A03:01. The binding affinity (normalized) is 0.0847. (6) The peptide sequence is KPKPAVRYAI. The MHC is HLA-A02:01 with pseudo-sequence HLA-A02:01. The binding affinity (normalized) is 0. (7) The binding affinity (normalized) is 0. The peptide sequence is KAMHDKKIDI. The MHC is HLA-A02:02 with pseudo-sequence HLA-A02:02. (8) The peptide sequence is HDSNVKNLY. The MHC is HLA-A29:02 with pseudo-sequence HLA-A29:02. The binding affinity (normalized) is 0.143.